This data is from Experimentally validated miRNA-target interactions with 360,000+ pairs, plus equal number of negative samples. The task is: Binary Classification. Given a miRNA mature sequence and a target amino acid sequence, predict their likelihood of interaction. The miRNA is hsa-miR-6743-5p with sequence AAGGGGCAGGGACGGGUGGCCC. The protein sequence of the target gene is MRNLKLHRTLEFRDIQAPGKPQCFCLRAEQGTVLIGSERGLTEVDPVRREVKTEISLVAEGFLPEDGSGCIVGIQDLLDQESVCVATASGDVIVCNLSTQQLECVGSVASGISVMSWSPDQELLLLATAQQTLIMMTKDFEVIAEEQIHQDDFGEGKFVTVGWGSKQTQFHGSEGRPTAFPVQLPENALPWDDRRPHITWRGDGQYFAVSVVCRQTEARKIRVWNREFALQSTSESVPGLGPALAWKPSGSLIASTQDKPNQQDVVFFEKNGLLHGHFTLPFLKDEVKVNDLLWNADSSV.... Result: 0 (no interaction).